Dataset: Full USPTO retrosynthesis dataset with 1.9M reactions from patents (1976-2016). Task: Predict the reactants needed to synthesize the given product. (1) The reactants are: [C:1](=[O:29])([O:12][CH2:13][C@@H:14]1[CH2:18][CH2:17][C@H:16]([N:19]2[CH:27]=[N:26][C:25]3[C:24](=[O:28])[N:23]=[CH:22][NH:21][C:20]2=3)[O:15]1)OC1C=CC([N+]([O-])=O)=CC=1.CCN(C(C)C)C(C)C.[NH2:39][CH2:40][CH2:41][NH:42][C:43](=[O:65])[CH2:44][CH2:45]/[CH:46]=[CH:47]\[CH2:48]/[CH:49]=[CH:50]\[CH2:51]/[CH:52]=[CH:53]\[CH2:54]/[CH:55]=[CH:56]\[CH2:57]/[CH:58]=[CH:59]\[CH2:60]/[CH:61]=[CH:62]\[CH2:63][CH3:64]. Given the product [C:43]([NH:42][CH2:41][CH2:40][NH:39][C:1](=[O:29])[O:12][CH2:13][C@@H:14]1[CH2:18][CH2:17][C@H:16]([N:19]2[CH:27]=[N:26][C:25]3[C:24](=[O:28])[N:23]=[CH:22][NH:21][C:20]2=3)[O:15]1)(=[O:65])[CH2:44][CH2:45]/[CH:46]=[CH:47]\[CH2:48]/[CH:49]=[CH:50]\[CH2:51]/[CH:52]=[CH:53]\[CH2:54]/[CH:55]=[CH:56]\[CH2:57]/[CH:58]=[CH:59]\[CH2:60]/[CH:61]=[CH:62]\[CH2:63][CH3:64], predict the reactants needed to synthesize it. (2) Given the product [Si:59]([CH2:72][O:73][C:74]1([CH2:77][O:1][C:2]2[C:7]([O:8][CH3:9])=[C:6]([O:10][CH3:11])[CH:5]=[CH:4][C:3]=2[C:12]2[CH:20]=[CH:19][CH:18]=[C:17]3[C:13]=2[CH2:14][CH2:15][C:16]3=[O:21])[CH2:76][CH2:75]1)([C:55]([CH3:58])([CH3:56])[CH3:57])([C:60]1[CH:61]=[CH:62][CH:63]=[CH:64][CH:65]=1)[C:66]1[CH:71]=[CH:70][CH:69]=[CH:68][CH:67]=1, predict the reactants needed to synthesize it. The reactants are: [OH:1][C:2]1[C:7]([O:8][CH3:9])=[C:6]([O:10][CH3:11])[CH:5]=[CH:4][C:3]=1[C:12]1[CH:20]=[CH:19][CH:18]=[C:17]2[C:13]=1[CH2:14][CH2:15][C:16]2=[O:21].C1(P(C2C=CC=CC=2)C2C=CC=CC=2)C=CC=CC=1.CC(OC(/N=N/C(OC(C)C)=O)=O)C.[C:55]([Si:59]([CH2:72][O:73][C:74]1([CH2:77]O)[CH2:76][CH2:75]1)([C:66]1[CH:71]=[CH:70][CH:69]=[CH:68][CH:67]=1)[C:60]1[CH:65]=[CH:64][CH:63]=[CH:62][CH:61]=1)([CH3:58])([CH3:57])[CH3:56]. (3) The reactants are: [I-].[CH3:2][P+](C1C=CC=CC=1)(C1C=CC=CC=1)C1C=CC=CC=1.[Li]CCCC.[Br:27][C:28]1[CH:35]=[CH:34][C:33]([F:36])=[CH:32][C:29]=1[CH:30]=O. Given the product [Br:27][C:28]1[CH:35]=[CH:34][C:33]([F:36])=[CH:32][C:29]=1[CH:30]=[CH2:2], predict the reactants needed to synthesize it. (4) The reactants are: Br[C:2]1[CH:3]=[N:4][CH:5]=[C:6]([O:8][CH3:9])[CH:7]=1.[C:10]([O:14][C:15]([N:17]1[CH2:24][CH:23]2[O:25][CH:19]([CH2:20][NH:21][CH2:22]2)[CH2:18]1)=[O:16])([CH3:13])([CH3:12])[CH3:11].C1(P(C2C=CC=CC=2)C2C=CC3C(=CC=CC=3)C=2C2C3C(=CC=CC=3)C=CC=2P(C2C=CC=CC=2)C2C=CC=CC=2)C=CC=CC=1.CC(C)([O-])C.[Na+]. Given the product [C:10]([O:14][C:15]([N:17]1[CH2:18][CH:19]2[O:25][CH:23]([CH2:22][N:21]([C:2]3[CH:3]=[N:4][CH:5]=[C:6]([O:8][CH3:9])[CH:7]=3)[CH2:20]2)[CH2:24]1)=[O:16])([CH3:13])([CH3:11])[CH3:12], predict the reactants needed to synthesize it. (5) Given the product [C:3]([CH2:5][O:6][C:7]1[CH:8]=[C:9]([CH:14]=[CH:15][C:16]=1[NH:17][C:18]([NH:20][C:21](=[O:30])[C:22]1[CH:27]=[CH:26][C:25]([F:28])=[CH:24][C:23]=1[Cl:29])=[O:19])[C:10]([OH:12])=[O:11])([OH:4])=[O:2], predict the reactants needed to synthesize it. The reactants are: C[O:2][C:3]([CH2:5][O:6][C:7]1[CH:8]=[C:9]([CH:14]=[CH:15][C:16]=1[NH:17][C:18]([NH:20][C:21](=[O:30])[C:22]1[CH:27]=[CH:26][C:25]([F:28])=[CH:24][C:23]=1[Cl:29])=[O:19])[C:10]([O:12]C)=[O:11])=[O:4].O.[Li+].[OH-].Cl.